Dataset: NCI-60 drug combinations with 297,098 pairs across 59 cell lines. Task: Regression. Given two drug SMILES strings and cell line genomic features, predict the synergy score measuring deviation from expected non-interaction effect. (1) Drug 1: C1=NC2=C(N1)C(=S)N=C(N2)N. Drug 2: C1=CC=C(C=C1)NC(=O)CCCCCCC(=O)NO. Cell line: PC-3. Synergy scores: CSS=25.8, Synergy_ZIP=-9.60, Synergy_Bliss=-1.80, Synergy_Loewe=-2.93, Synergy_HSA=0.419. (2) Drug 1: CCC1(CC2CC(C3=C(CCN(C2)C1)C4=CC=CC=C4N3)(C5=C(C=C6C(=C5)C78CCN9C7C(C=CC9)(C(C(C8N6C)(C(=O)OC)O)OC(=O)C)CC)OC)C(=O)OC)O.OS(=O)(=O)O. Drug 2: C(CN)CNCCSP(=O)(O)O. Cell line: IGROV1. Synergy scores: CSS=-1.38, Synergy_ZIP=1.37, Synergy_Bliss=1.77, Synergy_Loewe=0.312, Synergy_HSA=0.371. (3) Drug 1: CC12CCC3C(C1CCC2=O)CC(=C)C4=CC(=O)C=CC34C. Drug 2: CCCCCOC(=O)NC1=NC(=O)N(C=C1F)C2C(C(C(O2)C)O)O. Cell line: SW-620. Synergy scores: CSS=32.1, Synergy_ZIP=2.26, Synergy_Bliss=2.58, Synergy_Loewe=-27.9, Synergy_HSA=0.727. (4) Cell line: LOX IMVI. Synergy scores: CSS=67.1, Synergy_ZIP=-2.44, Synergy_Bliss=-3.68, Synergy_Loewe=-0.314, Synergy_HSA=0.812. Drug 2: C1=NC2=C(N1)C(=S)N=C(N2)N. Drug 1: CC12CCC3C(C1CCC2=O)CC(=C)C4=CC(=O)C=CC34C. (5) Drug 2: CC12CCC3C(C1CCC2O)C(CC4=C3C=CC(=C4)O)CCCCCCCCCS(=O)CCCC(C(F)(F)F)(F)F. Cell line: SN12C. Synergy scores: CSS=0.855, Synergy_ZIP=1.42, Synergy_Bliss=4.28, Synergy_Loewe=-0.503, Synergy_HSA=0.189. Drug 1: C1CC(C1)(C(=O)O)C(=O)O.[NH2-].[NH2-].[Pt+2]. (6) Drug 1: CC(C1=C(C=CC(=C1Cl)F)Cl)OC2=C(N=CC(=C2)C3=CN(N=C3)C4CCNCC4)N. Drug 2: C1=CC=C(C=C1)NC(=O)CCCCCCC(=O)NO. Cell line: HOP-62. Synergy scores: CSS=10.7, Synergy_ZIP=-2.12, Synergy_Bliss=-1.32, Synergy_Loewe=-6.50, Synergy_HSA=-2.63. (7) Drug 1: CC(C1=C(C=CC(=C1Cl)F)Cl)OC2=C(N=CC(=C2)C3=CN(N=C3)C4CCNCC4)N. Drug 2: C1=CC(=CC=C1C#N)C(C2=CC=C(C=C2)C#N)N3C=NC=N3. Cell line: SR. Synergy scores: CSS=56.1, Synergy_ZIP=1.20, Synergy_Bliss=1.54, Synergy_Loewe=-11.2, Synergy_HSA=0.175.